Predict the product of the given reaction. From a dataset of Forward reaction prediction with 1.9M reactions from USPTO patents (1976-2016). (1) Given the reactants [H-].[Al+3].[Li+].[H-].[H-].[H-].[CH3:7][C:8]1[CH:18]=[CH:17][C:11]2[NH:12][C:13](=O)[CH2:14][O:15][C:10]=2[CH:9]=1.O.[OH-].[Na+], predict the reaction product. The product is: [CH3:7][C:8]1[CH:18]=[CH:17][C:11]2[NH:12][CH2:13][CH2:14][O:15][C:10]=2[CH:9]=1. (2) Given the reactants Br[C:2]1[CH:11]=[CH:10][C:5]([C:6]([O:8]C)=O)=[CH:4][C:3]=1[C:12]#[N:13].[C:14]([O-])(=O)[CH3:15].[K+].CC1(C)C(C)(C)OB(B2O[C:30]([CH3:33])(C)[C:29]([CH3:35])([CH3:34])O2)O1.[C:37]1(P(C2C=CC=CC=2)C2C=CC=CC=2)C=CC[CH:38]=1.C1(P(C2C=CC=CC=2)C2C=CC=CC=2)C=CC=CC=1.C(=O)([O-])[O-].[Na+].[Na+].Br[C:81]1[N:82]=[C:83]([C:88]2[S:89]C(C3C=CC=CC=3)=[N:91][N:92]=2)[C:84]([NH2:87])=[N:85][CH:86]=1.[NH:99]1[CH2:105]CC[NH:102][CH2:101][CH2:100]1.CN(C(ON1N=NC2C=CC=CC1=2)=[N+](C)C)C.[B-](F)(F)(F)F, predict the reaction product. The product is: [NH2:87][C:84]1[N:85]=[CH:86][C:81]([C:2]2[CH:11]=[CH:10][C:5]([C:6]([N:102]3[CH2:15][CH2:14][CH2:105][NH:99][CH2:100][CH2:101]3)=[O:8])=[CH:4][C:3]=2[C:12]#[N:13])=[N:82][C:83]=1[C:88]1[S:89][C:35]([C:29]2[CH:30]=[CH:33][CH:38]=[CH:37][CH:34]=2)=[N:91][N:92]=1. (3) Given the reactants [CH3:1][C:2]1[CH:11]=[C:10]([OH:12])[C:9]2[C:4](=[CH:5][CH:6]=[CH:7][CH:8]=2)[N:3]=1.Br[CH2:14][C:15]1[CH:20]=[CH:19][C:18]([B:21]2[O:25][C:24]([CH3:27])([CH3:26])[C:23]([CH3:29])([CH3:28])[O:22]2)=[CH:17][CH:16]=1, predict the reaction product. The product is: [CH3:1][C:2]1[CH:11]=[C:10]([O:12][CH2:14][C:15]2[CH:16]=[CH:17][C:18]([B:21]3[O:22][C:23]([CH3:29])([CH3:28])[C:24]([CH3:27])([CH3:26])[O:25]3)=[CH:19][CH:20]=2)[C:9]2[C:4](=[CH:5][CH:6]=[CH:7][CH:8]=2)[N:3]=1. (4) Given the reactants Br[C:2]1[CH:8]=[C:7]([O:9][C:10]([F:13])([F:12])[F:11])[CH:6]=[CH:5][C:3]=1[NH2:4].[CH2:14]([Sn](CCCC)(CCCC)CCCC)[CH:15]=[CH2:16].[F-].[K+], predict the reaction product. The product is: [CH2:16]([C:2]1[CH:8]=[C:7]([O:9][C:10]([F:13])([F:12])[F:11])[CH:6]=[CH:5][C:3]=1[NH2:4])[CH:15]=[CH2:14]. (5) Given the reactants [CH3:1][Si:2]([CH3:46])([CH3:45])[CH2:3][CH2:4][O:5][CH2:6][N:7]([CH2:37][O:38][CH2:39][CH2:40][Si:41]([CH3:44])([CH3:43])[CH3:42])[C:8]1[N:13]2[N:14]=[CH:15][C:16]([C:17]3[CH:18]=[N:19][C:20](Cl)=[CH:21][CH:22]=3)=[C:12]2[N:11]=[C:10]([CH:24]2[CH2:29][CH2:28][N:27]([C:30]([O:32][C:33]([CH3:36])([CH3:35])[CH3:34])=[O:31])[CH2:26][CH2:25]2)[CH:9]=1.[F:47][C:48]1[CH:53]=[CH:52][CH:51]=[CH:50][C:49]=1B(O)O.C(Cl)Cl.[O-]P([O-])([O-])=O.[K+].[K+].[K+].O, predict the reaction product. The product is: [CH3:1][Si:2]([CH3:46])([CH3:45])[CH2:3][CH2:4][O:5][CH2:6][N:7]([CH2:37][O:38][CH2:39][CH2:40][Si:41]([CH3:44])([CH3:43])[CH3:42])[C:8]1[N:13]2[N:14]=[CH:15][C:16]([C:17]3[CH:18]=[N:19][C:20]([C:49]4[CH:50]=[CH:51][CH:52]=[CH:53][C:48]=4[F:47])=[CH:21][CH:22]=3)=[C:12]2[N:11]=[C:10]([CH:24]2[CH2:29][CH2:28][N:27]([C:30]([O:32][C:33]([CH3:36])([CH3:35])[CH3:34])=[O:31])[CH2:26][CH2:25]2)[CH:9]=1. (6) Given the reactants [NH2:1][C:2]1[CH:3]=[C:4]2[C:8](=[CH:9][CH:10]=1)[N:7]([CH2:11][C@H:12]([OH:14])[CH3:13])[N:6]=[C:5]2[C:15]#[N:16].N1C=CN=C1.[Si:22](Cl)([C:25]([CH3:28])([CH3:27])[CH3:26])([CH3:24])[CH3:23], predict the reaction product. The product is: [NH2:1][C:2]1[CH:3]=[C:4]2[C:8](=[CH:9][CH:10]=1)[N:7]([CH2:11][C@H:12]([O:14][Si:22]([C:25]([CH3:28])([CH3:27])[CH3:26])([CH3:24])[CH3:23])[CH3:13])[N:6]=[C:5]2[C:15]#[N:16]. (7) Given the reactants [F:1][C:2]1[CH:7]=[CH:6][C:5]([S:8]([NH:11][C@H:12]([CH2:16][C:17]2[CH:22]=[CH:21][C:20]([OH:23])=[CH:19][CH:18]=2)[C:13]([OH:15])=[O:14])(=[O:10])=[O:9])=[CH:4][CH:3]=1.C(OC(=O)[C@H](CC1C=CC(O)=CC=1)N)(C)(C)C, predict the reaction product. The product is: [F:1][C:2]1[CH:7]=[CH:6][C:5]([S:8]([NH:11][C@@H:12]([CH2:16][C:17]2[CH:18]=[CH:19][C:20]([OH:23])=[CH:21][CH:22]=2)[C:13]([OH:15])=[O:14])(=[O:9])=[O:10])=[CH:4][CH:3]=1.